From a dataset of Retrosynthesis with 50K atom-mapped reactions and 10 reaction types from USPTO. Predict the reactants needed to synthesize the given product. (1) Given the product CS(=O)(=O)N1CCC(COc2nc(N[C@H]3CC[C@@H](C)CC3)ncc2-c2ccc(N3CCOCC3)cc2)CC1, predict the reactants needed to synthesize it. The reactants are: CS(=O)(=O)Cl.C[C@H]1CC[C@@H](Nc2ncc(-c3ccc(N4CCOCC4)cc3)c(OCC3CCNCC3)n2)CC1. (2) Given the product CO[C@@H]1COCC[C@@H]1N[C@@H]1C[C@H]2CN(c3nccs3)C[C@@]2(C(=O)N2CCc3ncc(C(F)(F)F)cc3C2)C1, predict the reactants needed to synthesize it. The reactants are: Brc1nccs1.CO[C@@H]1COCC[C@@H]1N[C@@H]1C[C@H]2CNC[C@@]2(C(=O)N2CCc3ncc(C(F)(F)F)cc3C2)C1. (3) The reactants are: COC(=O)c1ccc(N)c(I)c1.C[Si](C)(C)C#CC1CCCCC1. Given the product COC(=O)c1ccc2[nH]c([Si](C)(C)C)c(C3CCCCC3)c2c1, predict the reactants needed to synthesize it.